From a dataset of CYP2C19 inhibition data for predicting drug metabolism from PubChem BioAssay. Regression/Classification. Given a drug SMILES string, predict its absorption, distribution, metabolism, or excretion properties. Task type varies by dataset: regression for continuous measurements (e.g., permeability, clearance, half-life) or binary classification for categorical outcomes (e.g., BBB penetration, CYP inhibition). Dataset: cyp2c19_veith. (1) The molecule is C[C@@H]1C[C@@H]2[C@H]3CCC4=CC(=O)C=C[C@]4(C)[C@]3(Cl)[C@@H](O)C[C@@]2(C)[C@@]1(O)C(=O)CO. The result is 0 (non-inhibitor). (2) The molecule is CCC(=O)OCc1c(C(F)(F)F)nn(C)c1Sc1ccc(F)cc1. The result is 1 (inhibitor).